This data is from Catalyst prediction with 721,799 reactions and 888 catalyst types from USPTO. The task is: Predict which catalyst facilitates the given reaction. (1) The catalyst class is: 59. Reactant: [CH3:1][O:2][C:3]([C:5]1([NH:14][C:15](=[O:25])[C:16]2[CH:21]=[CH:20][C:19]([O:22][CH3:23])=[C:18]([NH2:24])[CH:17]=2)[CH2:13][C:12]2[C:7](=[CH:8][CH:9]=[CH:10][CH:11]=2)[CH2:6]1)=[O:4].[C:26]1([CH2:32][C:33](O)=[O:34])[CH:31]=[CH:30][CH:29]=[CH:28][CH:27]=1.CN1CCOCC1.C1C=CC2N(O)N=NC=2C=1.C(Cl)CCl. Product: [CH3:1][O:2][C:3]([C:5]1([NH:14][C:15](=[O:25])[C:16]2[CH:21]=[CH:20][C:19]([O:22][CH3:23])=[C:18]([NH:24][C:33](=[O:34])[CH2:32][C:26]3[CH:31]=[CH:30][CH:29]=[CH:28][CH:27]=3)[CH:17]=2)[CH2:6][C:7]2[C:12](=[CH:11][CH:10]=[CH:9][CH:8]=2)[CH2:13]1)=[O:4]. (2) Reactant: [C:1]([O:5][NH:6][C:7](=[O:31])[CH:8]([NH:16][S:17]([C:20]1[CH:25]=[CH:24][C:23]([O:26][CH2:27][C:28]#[C:29][CH3:30])=[CH:22][CH:21]=1)(=[O:19])=[O:18])[C:9]1[CH:14]=[CH:13][C:12]([OH:15])=[CH:11][CH:10]=1)([CH3:4])([CH3:3])[CH3:2].C([O-])([O-])=O.[K+].[K+].[CH2:38](Br)[C:39]#[CH:40]. Product: [C:1]([O:5][NH:6][C:7](=[O:31])[CH:8]([NH:16][S:17]([C:20]1[CH:21]=[CH:22][C:23]([O:26][CH2:27][C:28]#[C:29][CH3:30])=[CH:24][CH:25]=1)(=[O:19])=[O:18])[C:9]1[CH:10]=[CH:11][C:12]([O:15][CH2:40][C:39]#[CH:38])=[CH:13][CH:14]=1)([CH3:4])([CH3:3])[CH3:2]. The catalyst class is: 3. (3) Reactant: [ClH:1].Cl.[NH2:3][CH:4]1[CH2:9][CH2:8][N:7]([CH2:10][CH2:11][N:12]2[C:21]3[C:16](=[N:17][CH:18]=[C:19]([F:22])[CH:20]=3)[CH:15]=[CH:14][C:13]2=[O:23])[CH2:6][CH2:5]1.C([N:26]([CH2:29][CH3:30])[CH2:27][CH3:28])C.S1[C:39]2[CH:38]=[C:37]([CH:40]=O)N=C[C:34]=2[O:33]C1.[BH-](OC(C)=O)(OC(C)=O)OC(C)=O.[Na+].C([O-])(O)=O.[Na+]. Product: [ClH:1].[O:33]1[C:30]2=[CH:29][N:26]=[C:27]([CH2:28][NH:3][CH:4]3[CH2:5][CH2:6][N:7]([CH2:10][CH2:11][N:12]4[C:21]5[C:16](=[N:17][CH:18]=[C:19]([F:22])[CH:20]=5)[CH:15]=[CH:14][C:13]4=[O:23])[CH2:8][CH2:9]3)[CH:40]=[C:37]2[CH2:38][CH2:39][CH2:34]1. The catalyst class is: 147. (4) Reactant: [CH3:1][NH:2][CH2:3][CH2:4][NH2:5].[F:6][C:7]([F:14])([F:13])[C:8]([O:10]CC)=O.O. Product: [F:14][C:7]([F:6])([F:13])[C:8]([NH:5][CH2:4][CH2:3][NH:2][CH3:1])=[O:10]. The catalyst class is: 10. (5) Reactant: [C:1]([O:5][C:6]([N:8]1[C:21]2[C:13](=[CH:14][C:15]3[CH2:16][O:17][CH2:18][C:19]=3[CH:20]=2)[C@@H:12]([N:22]([CH2:25][C:26]2[CH:31]=[C:30]([C:32]([F:35])([F:34])[F:33])[CH:29]=[C:28]([C:36]([F:39])([F:38])[F:37])[CH:27]=2)[C:23]#[N:24])[CH2:11][CH2:10][CH2:9]1)=[O:7])([CH3:4])([CH3:3])[CH3:2].[N:40]([Sn](CCCC)(CCCC)CCCC)=[N+:41]=[N-:42]. Product: [C:1]([O:5][C:6]([N:8]1[C:21]2[C:13](=[CH:14][C:15]3[CH2:16][O:17][CH2:18][C:19]=3[CH:20]=2)[C@@H:12]([N:22]([CH2:25][C:26]2[CH:27]=[C:28]([C:36]([F:38])([F:39])[F:37])[CH:29]=[C:30]([C:32]([F:34])([F:33])[F:35])[CH:31]=2)[C:23]2[N:40]=[N:41][NH:42][N:24]=2)[CH2:11][CH2:10][CH2:9]1)=[O:7])([CH3:4])([CH3:2])[CH3:3]. The catalyst class is: 11.